Dataset: Full USPTO retrosynthesis dataset with 1.9M reactions from patents (1976-2016). Task: Predict the reactants needed to synthesize the given product. (1) Given the product [Cl:26][C:27]1[CH:32]=[CH:31][C:30]([C:2]2[CH:7]=[CH:6][C:5](/[CH:8]=[CH:9]/[C@H:10]3[O:19][C@@H:13]4[O:14][C:15]([CH3:18])([CH3:17])[O:16][C@@H:12]4[C@@H:11]3[CH2:20][C:21]([O:23][CH2:24][CH3:25])=[O:22])=[CH:4][CH:3]=2)=[CH:29][CH:28]=1, predict the reactants needed to synthesize it. The reactants are: Br[C:2]1[CH:7]=[CH:6][C:5](/[CH:8]=[CH:9]/[C@H:10]2[O:19][C@@H:13]3[O:14][C:15]([CH3:18])([CH3:17])[O:16][C@@H:12]3[C@@H:11]2[CH2:20][C:21]([O:23][CH2:24][CH3:25])=[O:22])=[CH:4][CH:3]=1.[Cl:26][C:27]1[CH:32]=[CH:31][C:30](B(O)O)=[CH:29][CH:28]=1.C(=O)([O-])[O-].[K+].[K+].C(OCC)(=O)C. (2) The reactants are: [N:1]1([C:7]([O:9][C:10]([CH3:13])([CH3:12])[CH3:11])=[O:8])[CH2:6][CH2:5][NH:4][CH2:3][CH2:2]1.C(N(CC)CC)C.[CH2:21]([O:25][C:26](Cl)=[O:27])[CH2:22][CH2:23][CH3:24]. Given the product [C:10]([O:9][C:7]([N:1]1[CH2:6][CH2:5][N:4]([C:26]([O:25][CH2:21][CH2:22][CH2:23][CH3:24])=[O:27])[CH2:3][CH2:2]1)=[O:8])([CH3:13])([CH3:12])[CH3:11], predict the reactants needed to synthesize it.